This data is from Reaction yield outcomes from USPTO patents with 853,638 reactions. The task is: Predict the reaction yield, written as a fraction of the theoretical maximum amount of product (1.0 means a 100% yield; for example, 0.34 means a 34% yield). (1) The reactants are Br[C:2]1[C:3]([C:24]#[N:25])=[CH:4][CH:5]=[C:6]2[C:14]=1[NH:13][C:12]1[C:11]([CH3:16])([CH3:15])[C:10]3[CH:17]=[C:18]([O:21][CH3:22])[CH:19]=[CH:20][C:9]=3[C:8](=[O:23])[C:7]2=1.CC(C1C=C(C(C)C)C(C2C=CC=CC=2P(C2CCCCC2)C2CCCCC2)=C(C(C)C)C=1)C.[OH-:60].[Na+].C(Cl)(Cl)Cl.Cl. The catalyst is O1CCOCC1.C1C=CC(/C=C/C(/C=C/C2C=CC=CC=2)=O)=CC=1.C1C=CC(/C=C/C(/C=C/C2C=CC=CC=2)=O)=CC=1.C1C=CC(/C=C/C(/C=C/C2C=CC=CC=2)=O)=CC=1.[Pd].[Pd].O. The product is [OH:60][C:2]1[C:3]([C:24]#[N:25])=[CH:4][CH:5]=[C:6]2[C:14]=1[NH:13][C:12]1[C:11]([CH3:16])([CH3:15])[C:10]3[CH:17]=[C:18]([O:21][CH3:22])[CH:19]=[CH:20][C:9]=3[C:8](=[O:23])[C:7]2=1. The yield is 0.640. (2) The reactants are Br[C:2]1[CH:14]=[CH:13][C:12]2[C:11]3[C:6](=[CH:7][C:8](Br)=[CH:9][CH:10]=3)[C:5]([CH3:17])([CH3:16])[C:4]=2[CH:3]=1.[CH3:18][O:19][C:20]1[CH:21]=[CH:22][C:23](B(O)O)=[C:24]([C:26]2[CH:31]=[CH:30][CH:29]=[CH:28][CH:27]=2)[CH:25]=1.[C:35]([O-:38])([O-])=O.[Na+].[Na+].[CH3:41][CH2:42]O. The catalyst is C1C=CC([P]([Pd]([P](C2C=CC=CC=2)(C2C=CC=CC=2)C2C=CC=CC=2)([P](C2C=CC=CC=2)(C2C=CC=CC=2)C2C=CC=CC=2)[P](C2C=CC=CC=2)(C2C=CC=CC=2)C2C=CC=CC=2)(C2C=CC=CC=2)C2C=CC=CC=2)=CC=1.C1(C)C=CC=CC=1. The product is [CH3:18][O:19][C:20]1[CH:21]=[CH:22][C:23]([C:2]2[CH:14]=[CH:13][C:12]3[C:11]4[C:6](=[CH:7][C:8]([C:2]5[CH:14]=[CH:13][C:12]([O:38][CH3:35])=[CH:4][C:3]=5[C:41]5[CH:42]=[CH:7][CH:6]=[CH:5][CH:16]=5)=[CH:9][CH:10]=4)[C:5]([CH3:17])([CH3:16])[C:4]=3[CH:3]=2)=[C:24]([C:26]2[CH:31]=[CH:30][CH:29]=[CH:28][CH:27]=2)[CH:25]=1. The yield is 0.670. (3) The reactants are [NH2:1][C:2]1[CH:20]=[CH:19][C:5]([O:6][C:7]2[C:16]3[N:15]=[C:14]([CH3:17])[C:13](=[O:18])[NH:12][C:11]=3[N:10]=[CH:9][CH:8]=2)=[CH:4][C:3]=1[S:21][CH3:22].[C:23]([C:27]1[CH:31]=[C:30]([N:32]=[C:33]=[O:34])[N:29]([C:35]2[CH:36]=[CH:37][C:38]([O:41][CH3:42])=[N:39][CH:40]=2)[N:28]=1)([CH3:26])([CH3:25])[CH3:24]. No catalyst specified. The product is [C:23]([C:27]1[CH:31]=[C:30]([NH:32][C:33]([NH:1][C:2]2[CH:20]=[CH:19][C:5]([O:6][C:7]3[C:16]4[N:15]=[C:14]([CH3:17])[C:13](=[O:18])[NH:12][C:11]=4[N:10]=[CH:9][CH:8]=3)=[CH:4][C:3]=2[S:21][CH3:22])=[O:34])[N:29]([C:35]2[CH:40]=[N:39][C:38]([O:41][CH3:42])=[CH:37][CH:36]=2)[N:28]=1)([CH3:26])([CH3:24])[CH3:25]. The yield is 0.350. (4) The reactants are [Cl:1][C:2]1[C:3]([O:9][C:10]2[CH:15]=[C:14]([O:16][CH2:17][CH2:18][O:19][CH3:20])[CH:13]=[CH:12][C:11]=2/[CH:21]=[CH:22]/[C:23]([O:25]CC)=[O:24])=[N:4][CH:5]=[C:6]([Cl:8])[CH:7]=1.[OH-].[Na+]. The catalyst is O1CCCC1.C(O)C. The product is [Cl:1][C:2]1[C:3]([O:9][C:10]2[CH:15]=[C:14]([O:16][CH2:17][CH2:18][O:19][CH3:20])[CH:13]=[CH:12][C:11]=2/[CH:21]=[CH:22]/[C:23]([OH:25])=[O:24])=[N:4][CH:5]=[C:6]([Cl:8])[CH:7]=1. The yield is 0.920. (5) The reactants are Cl[C:2]1[CH:7]=[CH:6][C:5]([N+:8]([O-:10])=[O:9])=[CH:4][C:3]=1[S:11]([NH2:14])(=[O:13])=[O:12].[CH2:15]([NH2:22])[C:16]1[CH:21]=[CH:20][CH:19]=[CH:18][CH:17]=1.C(N(C(C)C)CC)(C)C.O. The catalyst is C(#N)C. The product is [CH2:15]([NH:22][C:2]1[CH:7]=[CH:6][C:5]([N+:8]([O-:10])=[O:9])=[CH:4][C:3]=1[S:11]([NH2:14])(=[O:13])=[O:12])[C:16]1[CH:21]=[CH:20][CH:19]=[CH:18][CH:17]=1. The yield is 0.833. (6) The reactants are CO[C:3](=[O:26])[C:4]1[CH:9]=[CH:8][C:7]([O:10][CH2:11][C:12]2[C:13]([C:18]3[CH:23]=[CH:22][C:21]([F:24])=[C:20]([F:25])[CH:19]=3)=[N:14][O:15][C:16]=2[CH3:17])=[N:6][CH:5]=1.[NH2:27][CH:28]1[CH2:33][CH2:32][O:31][CH2:30][CH2:29]1. No catalyst specified. The product is [F:25][C:20]1[CH:19]=[C:18]([C:13]2[C:12]([CH2:11][O:10][C:7]3[CH:8]=[CH:9][C:4]([C:3]([NH:27][CH:28]4[CH2:33][CH2:32][O:31][CH2:30][CH2:29]4)=[O:26])=[CH:5][N:6]=3)=[C:16]([CH3:17])[O:15][N:14]=2)[CH:23]=[CH:22][C:21]=1[F:24]. The yield is 0.500.